This data is from Full USPTO retrosynthesis dataset with 1.9M reactions from patents (1976-2016). The task is: Predict the reactants needed to synthesize the given product. (1) Given the product [CH:1]([N:5]1[CH:10]=[CH:9][C:8]([C:11]([NH:44][CH2:45][C:46]2[C:47]([OH:54])=[N:48][C:49]([CH3:53])=[CH:50][C:51]=2[CH3:52])=[O:13])=[CH:7][C:6]1=[O:14])([CH2:3][CH3:4])[CH3:2], predict the reactants needed to synthesize it. The reactants are: [CH:1]([N:5]1[CH:10]=[CH:9][C:8]([C:11]([OH:13])=O)=[CH:7][C:6]1=[O:14])([CH2:3][CH3:4])[CH3:2].N1(O)C2C=CC=CC=2N=N1.Cl.CN(C)CCCN=C=NCC.C(N(CC)CC)C.[NH2:44][CH2:45][C:46]1[C:47]([OH:54])=[N:48][C:49]([CH3:53])=[CH:50][C:51]=1[CH3:52]. (2) Given the product [CH2:10]([O:9][P:8]([C:4]1[CH:3]=[C:2]([C:21]2[CH:22]=[CH:23][C:18]([CH2:17][OH:16])=[CH:19][CH:20]=2)[CH:7]=[CH:6][CH:5]=1)(=[O:15])[O:12][CH2:13][CH3:14])[CH3:11], predict the reactants needed to synthesize it. The reactants are: I[C:2]1[CH:3]=[C:4]([P:8](=[O:15])([O:12][CH2:13][CH3:14])[O:9][CH2:10][CH3:11])[CH:5]=[CH:6][CH:7]=1.[OH:16][CH2:17][C:18]1[CH:23]=[CH:22][C:21](B(O)O)=[CH:20][CH:19]=1.C1(P(C2C=CC=CC=2)C2C=CC=CC=2)C=CC=CC=1. (3) The reactants are: [CH3:1][C:2]1[CH:7]=[C:6]([C:8](=[O:11])[NH:9][CH3:10])[CH:5]=[CH:4][C:3]=1[N:12]1[CH2:17][CH2:16][N:15](C(OC(C)(C)C)=O)[CH2:14][CH2:13]1.[ClH:25]. Given the product [ClH:25].[ClH:25].[CH3:10][NH:9][C:8](=[O:11])[C:6]1[CH:5]=[CH:4][C:3]([N:12]2[CH2:17][CH2:16][NH:15][CH2:14][CH2:13]2)=[C:2]([CH3:1])[CH:7]=1, predict the reactants needed to synthesize it. (4) Given the product [OH:8][C:9]([CH3:19])([CH3:18])[C:10]([C:12]1[CH:17]=[CH:16][CH:15]=[CH:14][CH:13]=1)=[O:11].[CH2:10]([C:2]1[CH:3]=[CH:4][CH:5]=[CH:6][C:1]=1[OH:7])[CH:9]([CH3:19])[CH3:18], predict the reactants needed to synthesize it. The reactants are: [C:1]1([OH:7])[CH:6]=[CH:5][CH:4]=[CH:3][CH:2]=1.[OH:8][C:9]([CH3:19])([CH3:18])[C:10]([C:12]1[CH:17]=[CH:16][CH:15]=[CH:14][CH:13]=1)=[O:11].FC(F)(F)C(O)=O.C([SiH](CC)CC)C.C(=O)(O)[O-].[Na+]. (5) The reactants are: [C:1](#[N:3])C.[F:4][C:5]([F:21])([F:20])[C:6]1[CH:11]=[C:10]([Cl:12])[CH:9]=[CH:8][C:7]=1[C:13]1[CH:18]=[CH:17][N+:16]([O-])=[CH:15][CH:14]=1.C[Si](C#N)(C)C. Given the product [F:4][C:5]([F:21])([F:20])[C:6]1[CH:11]=[C:10]([Cl:12])[CH:9]=[CH:8][C:7]=1[C:13]1[CH:18]=[CH:17][N:16]=[C:15]([C:1]#[N:3])[CH:14]=1, predict the reactants needed to synthesize it.